This data is from Forward reaction prediction with 1.9M reactions from USPTO patents (1976-2016). The task is: Predict the product of the given reaction. (1) Given the reactants [CH:1]1([C:4]2[CH:9]=[CH:8][N:7]=[CH:6][C:5]=2[N:10]2[CH2:14][CH2:13][NH:12][C:11]2=[O:15])[CH2:3][CH2:2]1.Cl[C:17]1[CH:22]=[CH:21][N:20]=[C:19]([C:23]([F:26])([F:25])[F:24])[N:18]=1.CN[C@@H]1CCCC[C@H]1NC.P([O-])([O-])([O-])=O.[K+].[K+].[K+], predict the reaction product. The product is: [CH:1]1([C:4]2[CH:9]=[CH:8][N:7]=[CH:6][C:5]=2[N:10]2[CH2:14][CH2:13][N:12]([C:17]3[CH:22]=[CH:21][N:20]=[C:19]([C:23]([F:26])([F:25])[F:24])[N:18]=3)[C:11]2=[O:15])[CH2:3][CH2:2]1. (2) Given the reactants [F:1][C:2]1[CH:24]=[C:23]([F:25])[CH:22]=[CH:21][C:3]=1[O:4][C:5]1[CH:6]=[C:7]2[C:11](=[CH:12][C:13]=1[C:14](O)=[O:15])[N:10]([CH2:17][CH:18]([CH3:20])[CH3:19])[N:9]=[CH:8]2.C1C=CC2N(O)N=NC=2C=1.CCN=C=NCCCN(C)C.Cl.Cl.[NH2:49][C@@H:50]([CH2:55][CH2:56][N:57]([CH3:59])[CH3:58])[C:51]([O:53][CH3:54])=[O:52].C(N(CC)CC)C, predict the reaction product. The product is: [F:1][C:2]1[CH:24]=[C:23]([F:25])[CH:22]=[CH:21][C:3]=1[O:4][C:5]1[CH:6]=[C:7]2[C:11](=[CH:12][C:13]=1[C:14]([NH:49][C@@H:50]([CH2:55][CH2:56][N:57]([CH3:59])[CH3:58])[C:51]([O:53][CH3:54])=[O:52])=[O:15])[N:10]([CH2:17][CH:18]([CH3:20])[CH3:19])[N:9]=[CH:8]2. (3) Given the reactants Br[C:2]1[CH:9]=[CH:8][CH:7]=[CH:6][C:3]=1[C:4]#[N:5].C([O:12][CH:13](OCC)[CH:14]=[CH2:15])C.CCN(C(C)C)C(C)C.Cl, predict the reaction product. The product is: [O:12]=[CH:13]/[CH:14]=[CH:15]/[C:2]1[CH:9]=[CH:8][CH:7]=[CH:6][C:3]=1[C:4]#[N:5]. (4) Given the reactants [CH3:1][C@@H:2]1[N:6]([C:7]([O:9][C:10]([CH3:13])([CH3:12])[CH3:11])=[O:8])[C@H:5]([C:14]([O:16]CC)=[O:15])[CH2:4][CH2:3]1.O.[OH-].[Li+].O, predict the reaction product. The product is: [C:10]([O:9][C:7]([N:6]1[C@@H:2]([CH3:1])[CH2:3][CH2:4][C@H:5]1[C:14]([OH:16])=[O:15])=[O:8])([CH3:11])([CH3:12])[CH3:13]. (5) Given the reactants [CH2:1]([O:8][CH2:9][C@@:10]12[CH:19]([OH:20])[O:18][C@H:17]([C@H:21]3[CH2:25][O:24]C(C)(C)[O:22]3)[C@@H:11]1[O:12]C(C)(C)[O:14]2)[C:2]1[CH:7]=[CH:6][CH:5]=[CH:4][CH:3]=1.C(O)(C(F)(F)F)=O, predict the reaction product. The product is: [CH2:1]([O:8][CH2:9][C@:10]1([OH:14])[C@@H:25]([OH:24])[C@H:21]([OH:22])[C@@H:17]([CH2:11][OH:12])[O:18][CH:19]1[OH:20])[C:2]1[CH:3]=[CH:4][CH:5]=[CH:6][CH:7]=1. (6) The product is: [Cl:1][C:2]1[CH:7]=[C:6]([F:8])[CH:5]=[CH:4][C:3]=1/[C:9](/[CH2:37][CH3:38])=[C:10](\[C:26]1[CH:31]=[CH:30][C:29](/[CH:32]=[CH:33]/[C:34]([NH:43][S:40]([CH3:39])(=[O:42])=[O:41])=[O:36])=[CH:28][CH:27]=1)/[C:11]1[CH:12]=[C:13]2[C:17](=[CH:18][CH:19]=1)[NH:16][N:15]=[CH:14]2. Given the reactants [Cl:1][C:2]1[CH:7]=[C:6]([F:8])[CH:5]=[CH:4][C:3]=1/[C:9](/[CH2:37][CH3:38])=[C:10](\[C:26]1[CH:31]=[CH:30][C:29](/[CH:32]=[CH:33]/[C:34]([OH:36])=O)=[CH:28][CH:27]=1)/[C:11]1[CH:12]=[C:13]2[C:17](=[CH:18][CH:19]=1)[N:16](C1CCCCO1)[N:15]=[CH:14]2.[CH3:39][S:40]([NH2:43])(=[O:42])=[O:41].C(Cl)CCl.Cl, predict the reaction product. (7) Given the reactants CC1(C)C(C)(C)OB([C:9]2[CH2:14][CH2:13][N:12]([C:15]([O:17][C:18]([CH3:21])([CH3:20])[CH3:19])=[O:16])[CH2:11][CH:10]=2)O1.Br[C:24]1[CH:30]=[CH:29][C:27]([NH2:28])=[C:26]([F:31])[CH:25]=1.C(Cl)Cl.C([O-])([O-])=O.[K+].[K+], predict the reaction product. The product is: [NH2:28][C:27]1[CH:29]=[CH:30][C:24]([C:9]2[CH2:14][CH2:13][N:12]([C:15]([O:17][C:18]([CH3:19])([CH3:20])[CH3:21])=[O:16])[CH2:11][CH:10]=2)=[CH:25][C:26]=1[F:31]. (8) Given the reactants Cl.[OH:2][NH:3][C:4]([C@H:6]1[C:11]([CH3:13])([CH3:12])[S:10][CH2:9][CH2:8][N:7]1[S:14]([C:17]1[CH:38]=[CH:37][C:20]([O:21][CH:22](C)[C:23]#[C:24][CH2:25][CH2:26][CH2:27][NH:28]C(=O)OC(C)(C)C)=[CH:19][CH:18]=1)(=[O:16])=[O:15])=[O:5], predict the reaction product. The product is: [NH2:28][CH2:27][CH2:26][CH2:25][C:24]#[C:23][CH2:22][O:21][C:20]1[CH:37]=[CH:38][C:17]([S:14]([N:7]2[CH2:8][CH2:9][S:10][C:11]([CH3:12])([CH3:13])[C@@H:6]2[C:4]([NH:3][OH:2])=[O:5])(=[O:15])=[O:16])=[CH:18][CH:19]=1. (9) Given the reactants [CH3:1][C:2]1[NH:3][C:4]([NH2:7])=[N:5][N:6]=1.O=[C:9]1[CH2:12][CH:11]([C:13]([O:15][CH2:16][CH3:17])=[O:14])[CH2:10]1.C(O[BH-](OC(=O)C)OC(=O)C)(=O)C.[Na+], predict the reaction product. The product is: [CH3:1][C:2]1[NH:3][C:4]([NH:7][CH:9]2[CH2:12][CH:11]([C:13]([O:15][CH2:16][CH3:17])=[O:14])[CH2:10]2)=[N:5][N:6]=1. (10) Given the reactants [NH2:1][CH2:2][CH2:3][C:4]([C:7]1[CH:12]=[CH:11][C:10]([NH:13][C:14](=[O:25])[C:15]2[CH:20]=[CH:19][C:18]([O:21][CH3:22])=[C:17]([O:23][CH3:24])[CH:16]=2)=[CH:9][CH:8]=1)([CH3:6])[CH3:5].[N:26]1[C:34]2[C:29](=[N:30][CH:31]=[C:32]([C:35](O)=[O:36])[CH:33]=2)[NH:28][CH:27]=1.C1C=CC2N(O)N=NC=2C=1.C(Cl)CCl, predict the reaction product. The product is: [CH3:24][O:23][C:17]1[CH:16]=[C:15]([CH:20]=[CH:19][C:18]=1[O:21][CH3:22])[C:14]([NH:13][C:10]1[CH:9]=[CH:8][C:7]([C:4]([CH3:5])([CH3:6])[CH2:3][CH2:2][NH:1][C:35]([C:32]2[CH:33]=[C:34]3[N:26]=[CH:27][NH:28][C:29]3=[N:30][CH:31]=2)=[O:36])=[CH:12][CH:11]=1)=[O:25].